Predict the product of the given reaction. From a dataset of Forward reaction prediction with 1.9M reactions from USPTO patents (1976-2016). (1) Given the reactants [OH-].[Na+].C1(C[O:10][C:11]([C:13]2([NH:19][C:20]([C:22]3[S:23][C:24]4[CH:30]=[CH:29][CH:28]=[CH:27][C:25]=4[CH:26]=3)=[O:21])[CH2:18][CH2:17][CH2:16][CH2:15][CH2:14]2)=[O:12])C=CC=CC=1.CCOCC, predict the reaction product. The product is: [S:23]1[C:24]2[CH:30]=[CH:29][CH:28]=[CH:27][C:25]=2[CH:26]=[C:22]1[C:20]([NH:19][C:13]1([C:11]([OH:12])=[O:10])[CH2:18][CH2:17][CH2:16][CH2:15][CH2:14]1)=[O:21]. (2) Given the reactants Cl[CH2:2][CH:3]=O.[NH2:5][C:6]1[C:11]([Br:12])=[CH:10][C:9]([CH3:13])=[CH:8][N:7]=1, predict the reaction product. The product is: [CH3:13][C:9]1[CH:10]=[C:11]([Br:12])[C:6]2[N:7]([CH:2]=[CH:3][N:5]=2)[CH:8]=1. (3) Given the reactants [F-].C([N+](CCCC)(CCCC)CCCC)CCC.[Si]([O:36][CH2:37][C@@H:38]([N:42]1[C@H:47]([C:48]2[CH:53]=[CH:52][C:51]([Cl:54])=[CH:50][CH:49]=2)[C@@H:46]([C:55]2[CH:60]=[CH:59][CH:58]=[C:57]([Cl:61])[CH:56]=2)[CH2:45][C@@:44]([CH2:63][C:64]([OH:66])=[O:65])([CH3:62])[C:43]1=[O:67])[CH:39]1[CH2:41][CH2:40]1)(C(C)(C)C)(C1C=CC=CC=1)C1C=CC=CC=1, predict the reaction product. The product is: [Cl:61][C:57]1[CH:56]=[C:55]([C@@H:46]2[C@@H:47]([C:48]3[CH:53]=[CH:52][C:51]([Cl:54])=[CH:50][CH:49]=3)[N:42]([C@@H:38]([CH:39]3[CH2:40][CH2:41]3)[CH2:37][OH:36])[C:43](=[O:67])[C@:44]([CH2:63][C:64]([OH:66])=[O:65])([CH3:62])[CH2:45]2)[CH:60]=[CH:59][CH:58]=1.